From a dataset of Forward reaction prediction with 1.9M reactions from USPTO patents (1976-2016). Predict the product of the given reaction. The product is: [NH2:29][C:28]1[CH:27]=[CH:26][C:11]([CH2:12][CH:13]2[NH:19][C:18](=[O:20])[C:17]3[CH:21]=[CH:22][CH:23]=[CH:24][C:16]=3[NH:15][C:14]2=[O:25])=[CH:10][C:9]=1[O:8][CH2:1][C:2]1[CH:7]=[CH:6][CH:5]=[CH:4][CH:3]=1. Given the reactants [CH2:1]([O:8][C:9]1[CH:10]=[C:11]([CH:26]=[CH:27][C:28]=1[N+:29]([O-])=O)[CH2:12][CH:13]1[NH:19][C:18](=[O:20])[C:17]2[CH:21]=[CH:22][CH:23]=[CH:24][C:16]=2[NH:15][C:14]1=[O:25])[C:2]1[CH:7]=[CH:6][CH:5]=[CH:4][CH:3]=1, predict the reaction product.